This data is from Forward reaction prediction with 1.9M reactions from USPTO patents (1976-2016). The task is: Predict the product of the given reaction. (1) Given the reactants [C:1]([N:5]1[CH2:10][CH:9]2[C:7]([C:11]3[CH:16]=[CH:15][C:14]([Cl:17])=[C:13]([Cl:18])[CH:12]=3)([CH2:8]2)[C:6]1=O)([CH3:4])([CH3:3])[CH3:2].B.C(N1CC2C(C3C=CC(Cl)=C(Cl)C=3)(C2)C1)(C)(C)C.[C:39]([OH:46])(=[O:45])/[CH:40]=[CH:41]\[C:42]([OH:44])=[O:43], predict the reaction product. The product is: [C:39]([OH:46])(=[O:45])/[CH:40]=[CH:41]\[C:42]([OH:44])=[O:43].[Cl:18][C:13]1[CH:12]=[C:11]([C:7]23[CH2:8][CH:9]2[CH2:10][N:5]([C:1]([CH3:4])([CH3:3])[CH3:2])[CH2:6]3)[CH:16]=[CH:15][C:14]=1[Cl:17]. (2) Given the reactants [C:1]([O:5][C:6](=[O:19])[CH2:7][C@H:8]1[CH2:13][C@@H:12]([CH2:14][CH2:15][NH2:16])[O:11][C:10]([CH3:18])([CH3:17])[O:9]1)([CH3:4])([CH3:3])[CH3:2].[CH3:20][O:21][C:22](=[O:32])[CH:23](Br)[C:24]1[CH:29]=[CH:28][C:27]([F:30])=[CH:26][CH:25]=1.C(N(CC)CC)C, predict the reaction product. The product is: [CH3:20][O:21][C:22](=[O:32])[CH:23]([NH:16][CH2:15][CH2:14][C@@H:12]1[CH2:13][C@H:8]([CH2:7][C:6]([O:5][C:1]([CH3:3])([CH3:2])[CH3:4])=[O:19])[O:9][C:10]([CH3:18])([CH3:17])[O:11]1)[C:24]1[CH:29]=[CH:28][C:27]([F:30])=[CH:26][CH:25]=1.